This data is from Reaction yield outcomes from USPTO patents with 853,638 reactions. The task is: Predict the reaction yield, written as a fraction of the theoretical maximum amount of product (1.0 means a 100% yield; for example, 0.34 means a 34% yield). (1) The reactants are Br[C:2]1[CH:7]=[CH:6][C:5]([C:8]2[CH:13]=[CH:12][C:11]([C:14]3[N:15]=[C:16]([C@@H:19]4[CH2:23][CH2:22][C@H:21]([CH3:24])[N:20]4[C:25]([O:27][C:28]([CH3:31])([CH3:30])[CH3:29])=[O:26])[NH:17][CH:18]=3)=[CH:10][CH:9]=2)=[CH:4][CH:3]=1.[CH3:47][C:42]1([CH3:48])[C:43]([CH3:46])([CH3:45])[O:44][B:40]([B:40]2[O:44][C:43]([CH3:46])([CH3:45])[C:42]([CH3:48])([CH3:47])[O:41]2)[O:41]1.C(Cl)Cl.CC([O-])=O.[K+]. The catalyst is CN(C=O)C.CCOC(C)=O.O. The product is [CH3:24][C@H:21]1[CH2:22][CH2:23][C@@H:19]([C:16]2[NH:17][CH:18]=[C:14]([C:11]3[CH:12]=[CH:13][C:8]([C:5]4[CH:4]=[CH:3][C:2]([B:40]5[O:41][C:42]([CH3:47])([CH3:48])[C:43]([CH3:45])([CH3:46])[O:44]5)=[CH:7][CH:6]=4)=[CH:9][CH:10]=3)[N:15]=2)[N:20]1[C:25]([O:27][C:28]([CH3:29])([CH3:31])[CH3:30])=[O:26]. The yield is 0.910. (2) The reactants are [CH3:1][C:2]1[C:11]2[C:6](=[CH:7][CH:8]=[CH:9][CH:10]=2)[C:5]([N+:12]([O-])=O)=[CH:4][CH:3]=1. The catalyst is C(O)C.[Ni]. The product is [CH3:1][C:2]1[C:11]2[C:6](=[CH:7][CH:8]=[CH:9][CH:10]=2)[C:5]([NH2:12])=[CH:4][CH:3]=1. The yield is 0.920.